Dataset: Catalyst prediction with 721,799 reactions and 888 catalyst types from USPTO. Task: Predict which catalyst facilitates the given reaction. (1) Reactant: Cl[C:2]1[N:10]=[C:9](Cl)[CH:8]=[CH:7][C:3]=1[C:4]([NH2:6])=[O:5].[O:12]([C:19]1[CH:24]=[CH:23][C:22]([OH:25])=[CH:21][CH:20]=1)[C:13]1[CH:18]=[CH:17][CH:16]=[CH:15][CH:14]=1.[CH3:26][NH:27][C@@H:28]1[CH2:32][CH2:31][N:30]([C:33]([O:35]C(C)(C)C)=O)[CH2:29]1.[C:40](O)(=O)[CH:41]=C. Product: [C:33]([N:30]1[CH2:31][CH2:32][C@@H:28]([N:27]([CH3:26])[C:9]2[CH:8]=[CH:7][C:3]([C:4]([NH2:6])=[O:5])=[C:2]([O:25][C:22]3[CH:21]=[CH:20][C:19]([O:12][C:13]4[CH:18]=[CH:17][CH:16]=[CH:15][CH:14]=4)=[CH:24][CH:23]=3)[N:10]=2)[CH2:29]1)(=[O:35])[CH:40]=[CH2:41]. The catalyst class is: 6. (2) Reactant: C([O:3][C:4]([CH:6]1[CH2:18][C:17]2[C:16]3[C:11](=[CH:12][CH:13]=[C:14]([F:19])[CH:15]=3)[NH:10][C:9]=2[CH2:8][CH2:7]1)=[O:5])C.[OH-].[K+].Cl.O. Product: [F:19][C:14]1[CH:15]=[C:16]2[C:11](=[CH:12][CH:13]=1)[NH:10][C:9]1[CH2:8][CH2:7][CH:6]([C:4]([OH:5])=[O:3])[CH2:18][C:17]2=1. The catalyst class is: 8.